Dataset: Full USPTO retrosynthesis dataset with 1.9M reactions from patents (1976-2016). Task: Predict the reactants needed to synthesize the given product. Given the product [C:1]([O:5][C:6](=[O:42])[N:7]([C@H:11]1[CH2:19][CH2:18][CH2:17][C@H:16]([CH2:20][C:21]2[CH:26]=[CH:25][C:24]([O:27][CH3:28])=[CH:23][CH:22]=2)[C@@H:15]([OH:29])[C@H:14]([CH3:40])[O:13][C:12]1=[O:41])[CH2:8][O:9][CH3:10])([CH3:3])([CH3:2])[CH3:4], predict the reactants needed to synthesize it. The reactants are: [C:1]([O:5][C:6](=[O:42])[N:7]([C@H:11]1[CH2:19][CH2:18][CH2:17][C@H:16]([CH2:20][C:21]2[CH:26]=[CH:25][C:24]([O:27][CH3:28])=[CH:23][CH:22]=2)[C@@H:15]([O:29][Si](C(C)C)(C(C)C)C(C)C)[C@H:14]([CH3:40])[O:13][C:12]1=[O:41])[CH2:8][O:9][CH3:10])([CH3:4])([CH3:3])[CH3:2].CCCC[N+](CCCC)(CCCC)CCCC.[F-].